From a dataset of Catalyst prediction with 721,799 reactions and 888 catalyst types from USPTO. Predict which catalyst facilitates the given reaction. (1) Reactant: [Br:1][C:2]1[CH:7]=[CH:6][C:5]([C@@H:8]([NH2:13])[C:9]([F:12])([F:11])[F:10])=[CH:4][CH:3]=1.Cl.CCN(C(C)C)C(C)C.CC(O)=O.O=[C:29]1[CH2:34][CH2:33][CH2:32][C@@H:31]([NH:35][C:36](=[O:42])[O:37][C:38]([CH3:41])([CH3:40])[CH3:39])[CH2:30]1.[BH-](OC(C)=O)(OC(C)=O)OC(C)=O.[Na+].C([O-])(O)=O.[Na+]. Product: [Br:1][C:2]1[CH:7]=[CH:6][C:5]([C@@H:8]([NH:13][C@H:29]2[CH2:34][CH2:33][CH2:32][C@@H:31]([NH:35][C:36](=[O:42])[O:37][C:38]([CH3:40])([CH3:39])[CH3:41])[CH2:30]2)[C:9]([F:11])([F:12])[F:10])=[CH:4][CH:3]=1. The catalyst class is: 279. (2) Reactant: [Br:1][C:2]1[N:3]=[CH:4][C:5]([C:15]([OH:17])=O)=[N:6][C:7]=1[C:8]1[CH:13]=[CH:12][CH:11]=[C:10]([Cl:14])[CH:9]=1.ClC(N(C)C)=C(C)C.Cl.[CH3:27][C:28]([CH3:36])([C:30]1[N:34]=[C:33]([CH3:35])[O:32][N:31]=1)[NH2:29].C(N(C(C)C)C(C)C)C. Product: [CH3:27][C:28]([NH:29][C:15]([C:5]1[CH:4]=[N:3][C:2]([Br:1])=[C:7]([C:8]2[CH:13]=[CH:12][CH:11]=[C:10]([Cl:14])[CH:9]=2)[N:6]=1)=[O:17])([C:30]1[N:34]=[C:33]([CH3:35])[O:32][N:31]=1)[CH3:36]. The catalyst class is: 139. (3) Reactant: [CH2:1]([C@@H:3]1[CH2:5][C@:4]1([NH:18][C:19]([C@@H:21]1[CH2:32][C@:24]2([C:29]([CH3:31])([CH3:30])[C:25]32[CH2:28][CH2:27][CH2:26]3)[CH2:23][N:22]1C(OC(C)(C)C)=O)=[O:20])[C:6](=[O:17])[NH:7][S:8]([C:11]1([CH2:14][CH2:15][CH3:16])[CH2:13][CH2:12]1)(=[O:10])=[O:9])[CH3:2].Cl. Product: [CH3:31][C:29]1([CH3:30])[C:25]2([CH2:26][CH2:27][CH2:28]2)[C@:24]21[CH2:32][C@@H:21]([C:19]([NH:18][C@:4]1([C:6](=[O:17])[NH:7][S:8]([C:11]3([CH2:14][CH2:15][CH3:16])[CH2:12][CH2:13]3)(=[O:10])=[O:9])[CH2:5][C@@H:3]1[CH2:1][CH3:2])=[O:20])[NH:22][CH2:23]2. The catalyst class is: 12. (4) Reactant: [F:1][C:2]1[CH:7]=[C:6]([N+:8]([O-:10])=[O:9])[CH:5]=[CH:4][C:3]=1[CH:11]([C:16]([O:18][CH3:19])=[O:17])[C:12]([O:14][CH3:15])=[O:13].[C:20]([O-])([O-])=O.[K+].[K+].CI. Product: [F:1][C:2]1[CH:7]=[C:6]([N+:8]([O-:10])=[O:9])[CH:5]=[CH:4][C:3]=1[C:11]([CH3:20])([C:16]([O:18][CH3:19])=[O:17])[C:12]([O:14][CH3:15])=[O:13]. The catalyst class is: 3. (5) Reactant: [O-]S(C(F)(F)F)(=O)=O.[Mg+2].[O-]S(C(F)(F)F)(=O)=O.O.C1(C2O[C@@H]3CC4C=CC=CC=4[C@@H]3N=2)(C2O[C@@H]3CC4C=CC=CC=4[C@@H]3N=2)CC1.[CH3:46][O:47][C:48](=[O:66])/[C:49](/[N+:63]([O-:65])=[O:64])=[CH:50]\[C:51]1[C:56]([O:57][CH3:58])=[CH:55][C:54]([O:59][CH3:60])=[CH:53][C:52]=1[O:61][CH3:62].[C:67]([O:74][CH3:75])(=[O:73])[CH2:68][C:69]([O:71][CH3:72])=[O:70].CN1CCOCC1. Product: [N+:63]([CH:49]([C:48]([O:47][CH3:46])=[O:66])[CH:50]([C:51]1[C:56]([O:57][CH3:58])=[CH:55][C:54]([O:59][CH3:60])=[CH:53][C:52]=1[O:61][CH3:62])[CH:68]([C:67]([O:74][CH3:75])=[O:73])[C:69]([O:71][CH3:72])=[O:70])([O-:65])=[O:64]. The catalyst class is: 254. (6) Reactant: [H-].[Na+].[NH:3]1[C:11]2[C:6](=[CH:7][CH:8]=[CH:9][CH:10]=2)[CH2:5][C:4]1=[O:12].[CH3:13][O:14][C:15]1[CH:20]=[CH:19][C:18]([C:21]([C:23]2[CH:28]=[CH:27][C:26]([O:29][CH3:30])=[CH:25][CH:24]=2)=O)=[CH:17][CH:16]=1.O. Product: [CH3:30][O:29][C:26]1[CH:25]=[CH:24][C:23]([C:21]([C:18]2[CH:19]=[CH:20][C:15]([O:14][CH3:13])=[CH:16][CH:17]=2)=[C:5]2[C:6]3[C:11](=[CH:10][CH:9]=[CH:8][CH:7]=3)[NH:3][C:4]2=[O:12])=[CH:28][CH:27]=1. The catalyst class is: 559.